This data is from Reaction yield outcomes from USPTO patents with 853,638 reactions. The task is: Predict the reaction yield, written as a fraction of the theoretical maximum amount of product (1.0 means a 100% yield; for example, 0.34 means a 34% yield). The reactants are [C:1]([O:5][C:6](=[O:31])[NH:7][C@H:8]([CH2:27][CH:28]([CH3:30])[CH3:29])[C:9]([NH:11][C:12]1[CH:17]=[C:16]([O:18][CH3:19])[C:15]([CH:20]=[O:21])=[CH:14][C:13]=1[C:22]1[N:23]=[N:24][NH:25][N:26]=1)=[O:10])([CH3:4])([CH3:3])[CH3:2].CC1C=CC(S([CH2:42][N+:43]#[C-:44])(=O)=O)=CC=1.C(=O)([O-])[O-].[K+].[K+]. The catalyst is CO. The product is [C:1]([O:5][C:6](=[O:31])[NH:7][C@H:8]([CH2:27][CH:28]([CH3:29])[CH3:30])[C:9]([NH:11][C:12]1[CH:17]=[C:16]([O:18][CH3:19])[C:15]([C:20]2[O:21][CH:44]=[N:43][CH:42]=2)=[CH:14][C:13]=1[C:22]1[N:23]=[N:24][NH:25][N:26]=1)=[O:10])([CH3:4])([CH3:3])[CH3:2]. The yield is 0.550.